From a dataset of Catalyst prediction with 721,799 reactions and 888 catalyst types from USPTO. Predict which catalyst facilitates the given reaction. (1) Reactant: [NH2:1][C:2]1[CH:7]=[C:6]([Cl:8])[N:5]=[CH:4][C:3]=1[CH2:9][OH:10]. Product: [NH2:1][C:2]1[CH:7]=[C:6]([Cl:8])[N:5]=[CH:4][C:3]=1[CH:9]=[O:10]. The catalyst class is: 704. (2) Reactant: [F:1][C:2]1[CH:18]=[C:17]([F:19])[CH:16]=[CH:15][C:3]=1[O:4][C:5]1[N:10]=[C:9]2[NH:11][N:12]=[C:13]([NH2:14])[C:8]2=[CH:7][N:6]=1.[CH2:20]([S:22](Cl)(=[O:24])=[O:23])[CH3:21].N1C=CC=CC=1. Product: [F:1][C:2]1[CH:18]=[C:17]([F:19])[CH:16]=[CH:15][C:3]=1[O:4][C:5]1[N:10]=[C:9]2[NH:11][N:12]=[C:13]([NH:14][S:22]([CH2:20][CH3:21])(=[O:24])=[O:23])[C:8]2=[CH:7][N:6]=1. The catalyst class is: 12. (3) Reactant: [Br:1][C:2]1[CH:7]=[C:6]([F:8])[C:5]([OH:9])=[C:4]([N+:10]([O-])=O)[C:3]=1[CH3:13]. Product: [NH2:10][C:4]1[C:3]([CH3:13])=[C:2]([Br:1])[CH:7]=[C:6]([F:8])[C:5]=1[OH:9]. The catalyst class is: 465. (4) Reactant: [Cl:1][C:2]1[CH:3]=[CH:4][C:5]2[N:11]([CH2:12][C:13]([CH3:17])([CH3:16])[CH2:14][OH:15])[C:10](=[O:18])[C@@H:9]([CH2:19][C:20](O)=[O:21])[O:8][C@H:7]([C:23]3[CH:28]=[CH:27][CH:26]=[C:25]([O:29][CH3:30])[C:24]=3[O:31][CH3:32])[C:6]=2[CH:33]=1.Cl.[NH2:35][CH2:36][CH2:37][CH2:38][O:39][C:40]1[CH:49]=[CH:48][C:43]([C:44]([O:46][CH3:47])=[O:45])=[CH:42][CH:41]=1.P(C#N)(OCC)(OCC)=O.C(N(CC)CC)C. Product: [Cl:1][C:2]1[CH:3]=[CH:4][C:5]2[N:11]([CH2:12][C:13]([CH3:16])([CH3:17])[CH2:14][OH:15])[C:10](=[O:18])[C@@H:9]([CH2:19][C:20]([NH:35][CH2:36][CH2:37][CH2:38][O:39][C:40]3[CH:49]=[CH:48][C:43]([C:44]([O:46][CH3:47])=[O:45])=[CH:42][CH:41]=3)=[O:21])[O:8][C@H:7]([C:23]3[CH:28]=[CH:27][CH:26]=[C:25]([O:29][CH3:30])[C:24]=3[O:31][CH3:32])[C:6]=2[CH:33]=1. The catalyst class is: 42. (5) Reactant: [Cl:1][C:2]1[CH:7]=[CH:6][C:5]([CH:8]([C:27]2[CH:32]=[CH:31][C:30]([Cl:33])=[CH:29][CH:28]=2)[C:9]2[CH:10]=[C:11]3[C:16](=[CH:17][CH:18]=2)[N:15]=[C:14]([OH:19])[CH:13]=[C:12]3[NH:20][CH:21]2[CH2:26][CH2:25][NH:24][CH2:23][CH2:22]2)=[CH:4][CH:3]=1.[CH:34]([C:36]1[CH:37]=[C:38]([CH:43]=[CH:44][CH:45]=1)[C:39]([O:41][CH3:42])=[O:40])=O.CO.[BH3-]C#N.[Na+]. Product: [Cl:33][C:30]1[CH:29]=[CH:28][C:27]([CH:8]([C:5]2[CH:4]=[CH:3][C:2]([Cl:1])=[CH:7][CH:6]=2)[C:9]2[CH:10]=[C:11]3[C:16](=[CH:17][CH:18]=2)[N:15]=[C:14]([OH:19])[CH:13]=[C:12]3[NH:20][CH:21]2[CH2:22][CH2:23][N:24]([CH2:34][C:36]3[CH:37]=[C:38]([CH:43]=[CH:44][CH:45]=3)[C:39]([O:41][CH3:42])=[O:40])[CH2:25][CH2:26]2)=[CH:32][CH:31]=1. The catalyst class is: 15. (6) Reactant: Br[C:2]1[CH:7]=[C:6]([F:8])[CH:5]=[CH:4][C:3]=1[CH2:9][OH:10].C([Li])CCC.CCCCCC.[O:22]=[C:23]1[CH2:29][CH:28]2[N:30]([C:31]([O:33][CH2:34][CH3:35])=[O:32])[CH:25]([CH2:26][CH2:27]2)[CH2:24]1. Product: [F:8][C:6]1[CH:5]=[CH:4][C:3]([CH2:9][OH:10])=[C:2]([C:23]2([OH:22])[CH2:24][CH:25]3[N:30]([C:31]([O:33][CH2:34][CH3:35])=[O:32])[CH:28]([CH2:27][CH2:26]3)[CH2:29]2)[CH:7]=1. The catalyst class is: 207.